From a dataset of Forward reaction prediction with 1.9M reactions from USPTO patents (1976-2016). Predict the product of the given reaction. (1) Given the reactants [CH:1]12[CH2:6][CH:5]1[CH2:4][N:3]([C:7]([CH3:11])([CH3:10])[C:8]#[N:9])[CH2:2]2.[C:12]1([Li])[CH:17]=[CH:16][CH:15]=[CH:14][CH:13]=1.[BH4-].[Na+].NC(C1C=CC=CC=1)C1(N(C)C)CCCC1, predict the reaction product. The product is: [CH:5]12[CH2:6][CH:1]1[CH2:2][N:3]([C:7]([CH3:11])([CH3:10])[CH:8]([C:12]1[CH:17]=[CH:16][CH:15]=[CH:14][CH:13]=1)[NH2:9])[CH2:4]2. (2) Given the reactants N(C(OC(C)C)=O)=NC(OC(C)C)=O.[C:15]1([N:21]2[C:25]3[CH:26]=[CH:27][CH:28]=[CH:29][C:24]=3[NH:23][S:22]2(=[O:31])=[O:30])[CH:20]=[CH:19][CH:18]=[CH:17][CH:16]=1.[Br:32][CH2:33][CH2:34]O.C1(P(C2C=CC=CC=2)C2C=CC=CC=2)C=CC=CC=1, predict the reaction product. The product is: [Br:32][CH2:33][CH2:34][N:23]1[C:24]2[CH:29]=[CH:28][CH:27]=[CH:26][C:25]=2[N:21]([C:15]2[CH:16]=[CH:17][CH:18]=[CH:19][CH:20]=2)[S:22]1(=[O:30])=[O:31].